This data is from Full USPTO retrosynthesis dataset with 1.9M reactions from patents (1976-2016). The task is: Predict the reactants needed to synthesize the given product. Given the product [Br:35][C:30]1[CH:29]=[C:28]([C:13]([NH:15][S:16]([C:19]2[CH:24]=[CH:23][CH:22]=[CH:21][C:20]=2[N+:25]([O-:27])=[O:26])(=[O:17])=[O:18])([CH3:14])[CH2:12][O:11][C@@:5]([CH3:10])([C:6]([F:7])([F:9])[F:8])[C:4]([NH2:37])=[O:3])[C:33]([F:34])=[CH:32][N:31]=1, predict the reactants needed to synthesize it. The reactants are: C([O:3][C:4](=O)[C@:5]([O:11][CH2:12][C:13]([C:28]1[C:33]([F:34])=[CH:32][N:31]=[C:30]([Br:35])[CH:29]=1)([NH:15][S:16]([C:19]1[CH:24]=[CH:23][CH:22]=[CH:21][C:20]=1[N+:25]([O-:27])=[O:26])(=[O:18])=[O:17])[CH3:14])([CH3:10])[C:6]([F:9])([F:8])[F:7])C.[NH3:37].CO.